From a dataset of Reaction yield outcomes from USPTO patents with 853,638 reactions. Predict the reaction yield, written as a fraction of the theoretical maximum amount of product (1.0 means a 100% yield; for example, 0.34 means a 34% yield). (1) The reactants are [CH3:1][O:2][C:3](=[O:34])[CH2:4]/[CH:5]=[CH:6]/[C:7]1[CH:12]=[CH:11][CH:10]=[C:9]([C:13]#[N:14])[C:8]=1[O:15][CH2:16][C@H:17]([OH:33])[CH2:18][NH:19][C:20]([CH3:32])([CH3:31])[CH2:21][CH:22]1[CH2:30][C:29]2[C:24](=[CH:25][CH:26]=[CH:27][CH:28]=2)[CH2:23]1. The catalyst is [Pd].C([O-])([O-])=O.[Ca+2].C(O)C. The product is [CH3:1][O:2][C:3](=[O:34])[CH2:4][CH2:5][CH2:6][C:7]1[CH:12]=[CH:11][CH:10]=[C:9]([C:13]#[N:14])[C:8]=1[O:15][CH2:16][C@H:17]([OH:33])[CH2:18][NH:19][C:20]([CH3:32])([CH3:31])[CH2:21][CH:22]1[CH2:23][C:24]2[C:29](=[CH:28][CH:27]=[CH:26][CH:25]=2)[CH2:30]1. The yield is 0.900. (2) The reactants are S1[CH2:6][CH:5]=[C:4]([C:7]2[CH:12]=[C:11]([F:13])[C:10]([C:14]3[N:19]=[C:18]([C:20]([O:22][CH3:23])=[O:21])[CH:17]=[CH:16][C:15]=3[F:24])=[C:9]([F:25])[CH:8]=2)[CH2:3][CH2:2]1.O[O:27][S:28]([O-:30])=O.[K+]. The catalyst is C(Cl)Cl. The product is [O:27]=[S:28]1(=[O:30])[CH2:2][CH:3]=[C:4]([C:7]2[CH:12]=[C:11]([F:13])[C:10]([C:14]3[N:19]=[C:18]([C:20]([O:22][CH3:23])=[O:21])[CH:17]=[CH:16][C:15]=3[F:24])=[C:9]([F:25])[CH:8]=2)[CH2:5][CH2:6]1. The yield is 1.00. (3) The reactants are [Br:1][C:2]1[C:3](F)=[C:4]2[C:10]([NH:11][C:12](=[O:17])[C@@H:13]([O:15][CH3:16])[CH3:14])=[CH:9][NH:8][C:5]2=[N:6][CH:7]=1.[NH:19]1[CH2:24][CH2:23][CH2:22][C@@H:21]([NH:25][C:26](=[O:32])[O:27][C:28]([CH3:31])([CH3:30])[CH3:29])[CH2:20]1. The catalyst is CCCCO. The product is [Br:1][C:2]1[C:3]([N:19]2[CH2:24][CH2:23][CH2:22][C@@H:21]([NH:25][C:26](=[O:32])[O:27][C:28]([CH3:30])([CH3:29])[CH3:31])[CH2:20]2)=[C:4]2[C:10]([NH:11][C:12](=[O:17])[C@@H:13]([O:15][CH3:16])[CH3:14])=[CH:9][NH:8][C:5]2=[N:6][CH:7]=1. The yield is 0.450.